This data is from Forward reaction prediction with 1.9M reactions from USPTO patents (1976-2016). The task is: Predict the product of the given reaction. (1) Given the reactants [F:1][CH:2]([F:14])[CH2:3][O:4][C:5]1[C:6]([CH3:13])=[CH:7][C:8]([CH2:11]O)=[N:9][CH:10]=1.[C:15]1(=[O:25])[NH:19][C:18](=[O:20])[C:17]2=[CH:21][CH:22]=[CH:23][CH:24]=[C:16]12.CCCCCCCCCCCCN, predict the reaction product. The product is: [F:1][CH:2]([F:14])[CH2:3][O:4][C:5]1[C:6]([CH3:13])=[CH:7][C:8]([CH2:11][N:19]2[C:15](=[O:25])[C:16]3[C:17](=[CH:21][CH:22]=[CH:23][CH:24]=3)[C:18]2=[O:20])=[N:9][CH:10]=1. (2) Given the reactants [O:1]1[C:5]2([CH2:10][CH2:9][C:8]([N:11]3[CH2:16][CH2:15][O:14][CH2:13][CH2:12]3)=[CH:7][CH2:6]2)[O:4][CH2:3][CH2:2]1.[Br:17][C:18]1[CH:19]=[CH:20][C:21]([OH:26])=[C:22]([CH:25]=1)[CH:23]=[O:24].C1(C)C=CC=CC=1, predict the reaction product. The product is: [Br:17][C:18]1[CH:25]=[C:22]2[C:21]([O:26][C:8]3([N:11]4[CH2:16][CH2:15][O:14][CH2:13][CH2:12]4)[CH:9]([CH:23]2[OH:24])[CH2:10][C:5]2([O:4][CH2:3][CH2:2][O:1]2)[CH2:6][CH2:7]3)=[CH:20][CH:19]=1. (3) Given the reactants Br[C:2]1[CH:7]=[CH:6][C:5]([C@H:8]([NH:13][C@@H:14]([CH2:27][CH:28]([CH3:30])[CH3:29])[C:15]([N:17]2[CH2:21][C@H:20]([F:22])[C@H:19]3[O:23][CH2:24][C@H:25]([OH:26])[C@@H:18]23)=[O:16])[C:9]([F:12])([F:11])[F:10])=[CH:4][CH:3]=1.[CH3:31][S:32]([C:35]1[CH:36]=[C:37](B(O)O)[CH:38]=[CH:39][CH:40]=1)(=[O:34])=[O:33].C(=O)([O-])[O-].[Na+].[Na+].C(Cl)Cl, predict the reaction product. The product is: [F:22][C@H:20]1[CH2:21][N:17]([C:15](=[O:16])[C@@H:14]([NH:13][C@@H:8]([C:5]2[CH:6]=[CH:7][C:2]([C:39]3[CH:38]=[CH:37][CH:36]=[C:35]([S:32]([CH3:31])(=[O:34])=[O:33])[CH:40]=3)=[CH:3][CH:4]=2)[C:9]([F:12])([F:11])[F:10])[CH2:27][CH:28]([CH3:30])[CH3:29])[C@@H:18]2[C@@H:25]([OH:26])[CH2:24][O:23][C@H:19]12. (4) Given the reactants [NH:1]1[CH2:5][CH2:4][CH:3]([C:6]2[CH:7]=[N:8][CH:9]=[CH:10][CH:11]=2)[CH2:2]1.[C:12]1([C:18]2[O:22][N:21]=[CH:20][C:19]=2[C:23](O)=[O:24])[CH:17]=[CH:16][CH:15]=[CH:14][CH:13]=1.ON1C2C=CC=CC=2N=N1.Cl.C(N=C=NCCCN(C)C)C, predict the reaction product. The product is: [C:12]1([C:18]2[O:22][N:21]=[CH:20][C:19]=2[C:23]([N:1]2[CH2:5][CH2:4][CH:3]([C:6]3[CH:7]=[N:8][CH:9]=[CH:10][CH:11]=3)[CH2:2]2)=[O:24])[CH:13]=[CH:14][CH:15]=[CH:16][CH:17]=1. (5) The product is: [CH2:12]([NH:19][C:20]([C:22]1[S:26][C:25]([NH:27][C:9](=[O:10])[CH2:8][CH2:7][C:1]2[CH:6]=[CH:5][CH:4]=[CH:3][CH:2]=2)=[N:24][C:23]=1[CH3:28])=[O:21])[C:13]1[CH:18]=[CH:17][CH:16]=[CH:15][CH:14]=1. Given the reactants [C:1]1([CH2:7][CH2:8][C:9](Cl)=[O:10])[CH:6]=[CH:5][CH:4]=[CH:3][CH:2]=1.[CH2:12]([NH:19][C:20]([C:22]1[S:26][C:25]([NH2:27])=[N:24][C:23]=1[CH3:28])=[O:21])[C:13]1[CH:18]=[CH:17][CH:16]=[CH:15][CH:14]=1, predict the reaction product. (6) Given the reactants [CH3:1][O:2][C:3]1[CH:21]=[CH:20][C:6]([CH2:7][N:8]2[C:14](=[O:15])[CH2:13][CH2:12][CH2:11][C:10]3[CH:16]=[CH:17][CH:18]=[CH:19][C:9]2=3)=[CH:5][CH:4]=1.[Li+].[CH3:23][CH:24]([N-:26]C(C)C)C.Br[CH2:31][C:32]([O:34][C:35]([CH3:38])([CH3:37])[CH3:36])=[O:33].[OH2:39], predict the reaction product. The product is: [OH:39][NH:26][C:24](=[O:33])[CH2:23][CH:13]1[C:14](=[O:15])[NH:8][C:9]2[CH:19]=[CH:18][CH:17]=[CH:16][C:10]=2[CH2:11][CH2:12]1.[C:35]([O:34][C:32](=[O:33])[CH2:31][CH:13]1[C:14](=[O:15])[N:8]([CH2:7][C:6]2[CH:5]=[CH:4][C:3]([O:2][CH3:1])=[CH:21][CH:20]=2)[C:9]2[CH:19]=[CH:18][CH:17]=[CH:16][C:10]=2[CH2:11][CH2:12]1)([CH3:38])([CH3:37])[CH3:36].